Dataset: CYP2D6 inhibition data for predicting drug metabolism from PubChem BioAssay. Task: Regression/Classification. Given a drug SMILES string, predict its absorption, distribution, metabolism, or excretion properties. Task type varies by dataset: regression for continuous measurements (e.g., permeability, clearance, half-life) or binary classification for categorical outcomes (e.g., BBB penetration, CYP inhibition). Dataset: cyp2d6_veith. (1) The drug is Cc1cc(N)ccc1NC(=O)c1ccccc1. The result is 0 (non-inhibitor). (2) The molecule is O=C(Nc1cccc(OC(=O)c2ccco2)c1)c1ccco1. The result is 0 (non-inhibitor). (3) The drug is CCNC(=S)NNC(=O)c1cccn(Cc2ccc(Cl)cc2Cl)c1=O. The result is 0 (non-inhibitor).